Task: Regression/Classification. Given a drug SMILES string, predict its absorption, distribution, metabolism, or excretion properties. Task type varies by dataset: regression for continuous measurements (e.g., permeability, clearance, half-life) or binary classification for categorical outcomes (e.g., BBB penetration, CYP inhibition). Dataset: cyp2d6_veith.. Dataset: CYP2D6 inhibition data for predicting drug metabolism from PubChem BioAssay (1) The compound is CCCC(=O)Nc1sc(C)c(-c2ccc(C(C)CC)cc2)c1C#N. The result is 0 (non-inhibitor). (2) The compound is CCN(CC)c1ccc(N2C(=O)/C(=C/c3cccnc3)SC2=S)cc1. The result is 0 (non-inhibitor). (3) The drug is Cc1nc(SCC(=O)NCCc2ccc(Cl)cc2)nc(C)c1C. The result is 1 (inhibitor). (4) The compound is Cc1ccc(NC(=S)N2CCN(C3CCCCC3)CC2)cc1. The result is 1 (inhibitor). (5) The compound is Brc1ccc(-c2csc(N3CCC(c4ccccc4)C3)n2)cc1. The result is 0 (non-inhibitor). (6) The molecule is C=CC[C@@H]1C=C[C@H](O/N=C\[C@@H](C)[C@H](OCc2ccccc2)C(C)C)[C@H](CO)O1. The result is 0 (non-inhibitor). (7) The compound is O=C(Nc1cccc2cccnc12)[C@H]1[C@@H]2CC[C@@H](O2)[C@@H]1C(=O)O. The result is 0 (non-inhibitor). (8) The compound is CCCCNC(=O)NS(=O)(=O)c1ccc(C(=O)OC(C)C)o1. The result is 0 (non-inhibitor).